Dataset: Full USPTO retrosynthesis dataset with 1.9M reactions from patents (1976-2016). Task: Predict the reactants needed to synthesize the given product. (1) The reactants are: [Cl:1][C:2]1[CH:3]=[C:4]([CH:14]=[CH:15][C:16]=1[Cl:17])[CH2:5][N:6]1[CH2:11][CH2:10][O:9][CH:8]([CH2:12][NH2:13])[CH2:7]1.[N:18]([C:21]1[CH:26]=[CH:25][C:24]([O:27][C:28]2[CH:33]=[CH:32][CH:31]=[CH:30][CH:29]=2)=[CH:23][CH:22]=1)=[C:19]=[O:20]. Given the product [Cl:1][C:2]1[CH:3]=[C:4]([CH:14]=[CH:15][C:16]=1[Cl:17])[CH2:5][N:6]1[CH2:11][CH2:10][O:9][CH:8]([CH2:12][NH:13][C:19]([NH:18][C:21]2[CH:26]=[CH:25][C:24]([O:27][C:28]3[CH:29]=[CH:30][CH:31]=[CH:32][CH:33]=3)=[CH:23][CH:22]=2)=[O:20])[CH2:7]1, predict the reactants needed to synthesize it. (2) Given the product [CH3:1][O:2][C:3]1[CH:4]=[C:5]([C:6]([C:20]2[CH:21]=[CH:22][CH:23]=[C:18]([O:17][C:16]([F:15])([F:27])[F:28])[CH:19]=2)=[O:7])[CH:9]=[C:10]([N+:12]([O-:14])=[O:13])[CH:11]=1, predict the reactants needed to synthesize it. The reactants are: [CH3:1][O:2][C:3]1[CH:4]=[C:5]([CH:9]=[C:10]([N+:12]([O-:14])=[O:13])[CH:11]=1)[C:6](Cl)=[O:7].[F:15][C:16]([F:28])([F:27])[O:17][C:18]1[CH:19]=[C:20](B(O)O)[CH:21]=[CH:22][CH:23]=1.O. (3) Given the product [CH3:56][O:57][C:58](=[O:68])[C:59]1[CH:64]=[CH:63][C:62]([NH:65][C:28]([C@H:9]2[C@H:8]([C:4]3[CH:5]=[CH:6][CH:7]=[C:2]([Cl:1])[C:3]=3[F:31])[C@:12]([C:15]3[CH:20]=[CH:19][C:18]([Cl:21])=[CH:17][C:16]=3[F:22])([C:13]#[N:14])[C@H:11]([CH2:23][C:24]([CH3:27])([CH3:25])[CH3:26])[NH:10]2)=[O:30])=[CH:61][C:60]=1[O:66][CH3:67], predict the reactants needed to synthesize it. The reactants are: [Cl:1][C:2]1[C:3]([F:31])=[C:4]([CH:8]2[C:12]([C:15]3[CH:20]=[CH:19][C:18]([Cl:21])=[CH:17][C:16]=3[F:22])([C:13]#[N:14])[CH:11]([CH2:23][C:24]([CH3:27])([CH3:26])[CH3:25])[NH:10][CH:9]2[C:28]([OH:30])=O)[CH:5]=[CH:6][CH:7]=1.CN(C(ON1N=NC2C=CC=NC1=2)=[N+](C)C)C.F[P-](F)(F)(F)(F)F.[CH3:56][O:57][C:58](=[O:68])[C:59]1[CH:64]=[CH:63][C:62]([NH2:65])=[CH:61][C:60]=1[O:66][CH3:67].C(N(C(C)C)CC)(C)C. (4) Given the product [CH3:1][C:2]1[CH:6]=[C:5]([CH3:7])[N:4]([C:8]2[N:13]=[C:12]([C:14]3[O:15][C:16]([CH3:19])=[CH:17][CH:18]=3)[N:11]=[C:10]([NH:20][C:21]([C@@H:39]3[CH2:40][CH2:41][CH2:42][NH:38]3)=[O:22])[CH:9]=2)[N:3]=1, predict the reactants needed to synthesize it. The reactants are: [CH3:1][C:2]1[CH:6]=[C:5]([CH3:7])[N:4]([C:8]2[N:13]=[C:12]([C:14]3[O:15][C:16]([CH3:19])=[CH:17][CH:18]=3)[N:11]=[C:10]([NH:20][C:21]([C@H]3CCNC3)=[O:22])[CH:9]=2)[N:3]=1.C(OC([N:38]1[CH2:42][CH2:41][CH2:40][C@H:39]1C(O)=O)=O)C1C=CC=CC=1.C(O)(C(F)(F)F)=O. (5) Given the product [CH3:17][N:18]([CH3:20])/[CH:19]=[CH:2]/[C:1]([C:4]1[CH:14]=[CH:13][C:7]([C:8]([O:10][CH2:11][CH3:12])=[O:9])=[CH:6][CH:5]=1)=[O:3], predict the reactants needed to synthesize it. The reactants are: [C:1]([C:4]1[CH:14]=[CH:13][C:7]([C:8]([O:10][CH2:11][CH3:12])=[O:9])=[CH:6][CH:5]=1)(=[O:3])[CH3:2].CO[CH:17](OC)[N:18]([CH3:20])[CH3:19]. (6) Given the product [C:1]([C:4]1[C:5](=[O:19])[N:6]([C:12]2[CH:17]=[CH:16][CH:15]=[CH:14][C:13]=2[Cl:18])[C:7]([CH3:11])=[CH:8][C:9]=1[O:10][CH2:20][C:21]1[CH:26]=[CH:25][CH:24]=[CH:23][CH:22]=1)(=[O:3])[CH3:2], predict the reactants needed to synthesize it. The reactants are: [C:1]([C:4]1[C:5](=[O:19])[N:6]([C:12]2[CH:17]=[CH:16][CH:15]=[CH:14][C:13]=2[Cl:18])[C:7]([CH3:11])=[CH:8][C:9]=1[OH:10])(=[O:3])[CH3:2].[CH2:20](Br)[C:21]1[CH:26]=[CH:25][CH:24]=[CH:23][CH:22]=1. (7) Given the product [Cl:1][C:2]1[CH:7]=[CH:6][C:5]([CH:8]([C:28]2[CH:29]=[CH:30][C:25]([C:23]([O:22][CH3:21])=[O:24])=[CH:26][CH:27]=2)[CH2:9][C:10]([C:12]2[CH:13]=[CH:14][C:15](=[O:19])[N:16]([CH3:18])[CH:17]=2)=[O:11])=[C:4]([CH3:20])[CH:3]=1, predict the reactants needed to synthesize it. The reactants are: [Cl:1][C:2]1[CH:7]=[CH:6][C:5](/[CH:8]=[CH:9]/[C:10]([C:12]2[CH:13]=[CH:14][C:15](=[O:19])[N:16]([CH3:18])[CH:17]=2)=[O:11])=[C:4]([CH3:20])[CH:3]=1.[CH3:21][O:22][C:23]([C:25]1[CH:30]=[CH:29][C:28](B(O)O)=[CH:27][CH:26]=1)=[O:24].C(=O)([O-])O.[Na+].